The task is: Regression. Given a peptide amino acid sequence and an MHC pseudo amino acid sequence, predict their binding affinity value. This is MHC class II binding data.. This data is from Peptide-MHC class II binding affinity with 134,281 pairs from IEDB. (1) The peptide sequence is WLDAKSTWYGKPTAA. The MHC is DRB5_0101 with pseudo-sequence DRB5_0101. The binding affinity (normalized) is 0.0700. (2) The peptide sequence is CCRCGARGPESRLL. The MHC is DRB1_1302 with pseudo-sequence DRB1_1302. The binding affinity (normalized) is 0.123. (3) The peptide sequence is ETDKGPLDKEAIEER. The MHC is DRB4_0103 with pseudo-sequence DRB4_0103. The binding affinity (normalized) is 0.360. (4) The peptide sequence is TGTGKDAITSGIEVV. The MHC is DRB1_1101 with pseudo-sequence DRB1_1101. The binding affinity (normalized) is 0.0801. (5) The peptide sequence is MADDMERIFKRFDTN. The MHC is HLA-DQA10501-DQB10201 with pseudo-sequence HLA-DQA10501-DQB10201. The binding affinity (normalized) is 0.0794. (6) The peptide sequence is APEVKYTVFKTALKK. The MHC is HLA-DPA10201-DPB10501 with pseudo-sequence HLA-DPA10201-DPB10501. The binding affinity (normalized) is 0.814. (7) The peptide sequence is EKKYFAHTQFEPLAA. The MHC is HLA-DPA10201-DPB11401 with pseudo-sequence HLA-DPA10201-DPB11401. The binding affinity (normalized) is 0.808.